This data is from Reaction yield outcomes from USPTO patents with 853,638 reactions. The task is: Predict the reaction yield, written as a fraction of the theoretical maximum amount of product (1.0 means a 100% yield; for example, 0.34 means a 34% yield). (1) The catalyst is C1COCC1.[OH-].[Na+]. The reactants are [CH2:1]([C:3]([C:21]1[CH:26]=[CH:25][C:24]([CH2:27][CH2:28][CH:29]([O:40]C(=O)C)[C:30]([CH3:39])([C:35]([F:38])([F:37])[F:36])[C:31]([F:34])([F:33])[F:32])=[C:23]([CH3:44])[CH:22]=1)([C:6]1[CH:11]=[CH:10][C:9]([O:12][CH2:13][C@H:14]2[CH2:18][CH2:17][C:16](=[O:19])[O:15]2)=[C:8]([CH3:20])[CH:7]=1)[CH2:4][CH3:5])[CH3:2].C[OH:46]. The yield is 0.720. The product is [CH2:4]([C:3]([C:6]1[CH:11]=[CH:10][C:9]([O:12][CH2:13][C@H:14]([OH:46])[CH2:18][CH2:17][C:16]([OH:15])=[O:19])=[C:8]([CH3:20])[CH:7]=1)([C:21]1[CH:26]=[CH:25][C:24]([CH2:27][CH2:28][CH:29]([OH:40])[C:30]([CH3:39])([C:35]([F:38])([F:37])[F:36])[C:31]([F:34])([F:32])[F:33])=[C:23]([CH3:44])[CH:22]=1)[CH2:1][CH3:2])[CH3:5]. (2) The reactants are [CH3:1][O:2][C:3]1[CH:8]=[CH:7][C:6]([NH2:9])=[CH:5][CH:4]=1.C1N=CN([C:15](N2C=NC=C2)=[O:16])C=1.[CH2:22]([O:24][C:25](=[O:44])[CH2:26][CH2:27][C:28]1[CH:33]=[CH:32][CH:31]=[C:30]([N:34]2[C:38]([NH2:39])=[CH:37][C:36]([C:40]([CH3:43])([CH3:42])[CH3:41])=[N:35]2)[CH:29]=1)[CH3:23]. The catalyst is CN(C=O)C. The yield is 0.450. The product is [CH2:22]([O:24][C:25](=[O:44])[CH2:26][CH2:27][C:28]1[CH:33]=[CH:32][CH:31]=[C:30]([N:34]2[C:38]([NH:39][C:15]([NH:9][C:6]3[CH:7]=[CH:8][C:3]([O:2][CH3:1])=[CH:4][CH:5]=3)=[O:16])=[CH:37][C:36]([C:40]([CH3:43])([CH3:42])[CH3:41])=[N:35]2)[CH:29]=1)[CH3:23]. (3) The reactants are [F:1][C:2]1[CH:7]=[CH:6][C:5]([C:8]2[N:9]=[C:10]3[CH:15]=[CH:14][C:13]([N:16]4[CH2:21][CH2:20][O:19][CH2:18][CH2:17]4)=[CH:12][N:11]3[CH:22]=2)=[CH:4][CH:3]=1.C1C(=O)N([I:30])C(=O)C1. The catalyst is C(Cl)Cl. The product is [F:1][C:2]1[CH:7]=[CH:6][C:5]([C:8]2[N:9]=[C:10]3[CH:15]=[CH:14][C:13]([N:16]4[CH2:17][CH2:18][O:19][CH2:20][CH2:21]4)=[CH:12][N:11]3[C:22]=2[I:30])=[CH:4][CH:3]=1. The yield is 0.910. (4) The reactants are [N:1]1([CH2:6][CH2:7][O:8][C:9]2[CH:14]=[CH:13][C:12]([NH2:15])=[CH:11][CH:10]=2)[CH2:5][CH2:4][CH2:3][CH2:2]1.[Cl:16][C:17]1[CH:18]=[C:19]2[C:23](=[CH:24][CH:25]=1)[NH:22][C:21](=[O:26])[C:20]2=[CH:27]O. No catalyst specified. The product is [Cl:16][C:17]1[CH:18]=[C:19]2[C:23](=[CH:24][CH:25]=1)[NH:22][C:21](=[O:26])[C:20]2=[CH:27][NH:15][C:12]1[CH:11]=[CH:10][C:9]([O:8][CH2:7][CH2:6][N:1]2[CH2:5][CH2:4][CH2:3][CH2:2]2)=[CH:14][CH:13]=1. The yield is 0.790. (5) The reactants are [CH3:1][O:2][C:3](=[O:21])[CH:4]([C:11]1[CH:16]=[CH:15][C:14](Cl)=[C:13]([N+:18]([O-:20])=[O:19])[CH:12]=1)[CH2:5][CH:6]1[CH2:10][CH2:9][CH2:8][CH2:7]1.[CH3:22][S:23]([O-:25])=[O:24].[Na+].C(OCC)(=O)C.O. The catalyst is CS(C)=O. The product is [CH3:1][O:2][C:3](=[O:21])[CH:4]([C:11]1[CH:16]=[CH:15][C:14]([S:23]([CH3:22])(=[O:25])=[O:24])=[C:13]([N+:18]([O-:20])=[O:19])[CH:12]=1)[CH2:5][CH:6]1[CH2:10][CH2:9][CH2:8][CH2:7]1. The yield is 0.840. (6) The reactants are [Cl-].[Cl:2][C:3]1[CH:8]=[CH:7][C:6]([C:9]([C:12]2[N:16]([C:17]3[CH:22]=[CH:21][C:20]([F:23])=[CH:19][CH:18]=3)[C:15]([S:24][CH2:25][C:26]3[C:31]([F:32])=[CH:30][C:29]([S:33]([NH:36][CH2:37][CH2:38][CH2:39][N+:40]([CH3:43])([CH3:42])[CH3:41])(=[O:35])=[O:34])=[CH:28][C:27]=3[F:44])=[N:14][CH:13]=2)([CH3:11])[CH3:10])=[CH:5][C:4]=1[O:45][CH3:46].[C:47]([O-:50])([O-])=[O:48].[K+].[K+]. The catalyst is CN(C=O)C. The product is [Cl-:2].[C:47]([C:3]1[CH:8]=[CH:7][C:6]([CH2:9][N:36]([CH2:37][CH2:38][CH2:39][N+:40]([CH3:41])([CH3:43])[CH3:42])[S:33]([C:29]2[CH:28]=[C:27]([F:44])[C:26]([CH2:25][S:24][C:15]3[N:16]([C:17]4[CH:22]=[CH:21][C:20]([F:23])=[CH:19][CH:18]=4)[C:12]([C:9]([C:6]4[CH:7]=[CH:8][C:3]([Cl:2])=[C:4]([O:45][CH3:46])[CH:5]=4)([CH3:10])[CH3:11])=[CH:13][N:14]=3)=[C:31]([F:32])[CH:30]=2)(=[O:35])=[O:34])=[CH:5][CH:4]=1)([OH:50])=[O:48]. The yield is 0.950. (7) The reactants are [F:1][C:2]1[CH:3]=[C:4]([CH2:8][CH2:9][NH:10][C:11]2[S:12][CH2:13][C:14](=[O:16])[N:15]=2)[CH:5]=[CH:6][CH:7]=1.C(O[Na])(C)=O.[CH:22]([O:25][C:26]1[CH:27]=[CH:28][N:29]=[C:30]2[C:35]=1[N:34]=[C:33]([CH:36]=O)[CH:32]=[CH:31]2)([CH3:24])[CH3:23]. The catalyst is CC(O)=O. The product is [F:1][C:2]1[CH:3]=[C:4]([CH2:8][CH2:9][NH:10][C:11]2[S:12][C:13](=[CH:36][C:33]3[CH:32]=[CH:31][C:30]4[C:35](=[C:26]([O:25][CH:22]([CH3:24])[CH3:23])[CH:27]=[CH:28][N:29]=4)[N:34]=3)[C:14](=[O:16])[N:15]=2)[CH:5]=[CH:6][CH:7]=1. The yield is 0.658. (8) The reactants are C([N-]C(C)C)(C)C.[Li+].C(NC(C)C)(C)C.C([Li])CCC.[O:21]1[CH:25]=[CH:24][C:23]([C:26]([OH:28])=[O:27])=[CH:22]1.[F:29][C:30]1[CH:37]=[CH:36][C:33]([CH:34]=[O:35])=[CH:32][CH:31]=1. The catalyst is O1CCCC1.O. The product is [F:29][C:30]1[CH:37]=[CH:36][C:33]([CH:34]([OH:35])[C:22]2[O:21][CH:25]=[CH:24][C:23]=2[C:26]([OH:28])=[O:27])=[CH:32][CH:31]=1. The yield is 0.730.